From a dataset of Forward reaction prediction with 1.9M reactions from USPTO patents (1976-2016). Predict the product of the given reaction. (1) Given the reactants [F:1][C:2]1[CH:3]=[CH:4][C:5]([CH3:19])=[C:6]([C:8]2[CH:17]=[C:16]3[C:11]([CH:12]=[C:13]([NH2:18])[N:14]=[CH:15]3)=[CH:10][CH:9]=2)[CH:7]=1.[Cl:20]N1C(=O)CCC1=O, predict the reaction product. The product is: [Cl:20][C:12]1[C:11]2[C:16](=[CH:17][C:8]([C:6]3[CH:7]=[C:2]([F:1])[CH:3]=[CH:4][C:5]=3[CH3:19])=[CH:9][CH:10]=2)[CH:15]=[N:14][C:13]=1[NH2:18]. (2) Given the reactants [CH2:1]1[S:5](=O)[C@H:4]([CH2:7][OH:8])[O:3][C@@H:2]1[N:9]1[C:14](=[O:15])[N:13]=[C:12]([NH2:16])[CH:11]=[CH:10]1, predict the reaction product. The product is: [NH2:16][C:12]1[CH:11]=[CH:10][N:9]([C@H:2]2[O:3][C@@H:4]([CH2:7][OH:8])[S:5][CH2:1]2)[C:14](=[O:15])[N:13]=1. (3) The product is: [CH3:1][C:2]([S:5]([NH2:7])=[O:6])([CH3:4])[CH3:3].[F:20][C:21]1[CH:22]=[C:23]([C@@H:8]([C:9]2[N:13]([CH3:14])[CH:12]=[N:11][CH:10]=2)[NH:7][S@@:5]([C:2]([CH3:1])([CH3:3])[CH3:4])=[O:6])[CH:24]=[CH:25][C:26]=1[O:27][CH3:28]. Given the reactants [CH3:1][C:2]([S@:5](/[N:7]=[CH:8]/[C:9]1[N:13]([CH3:14])[CH:12]=[N:11][CH:10]=1)=[O:6])([CH3:4])[CH3:3].C1COCC1.[F:20][C:21]1[CH:22]=[C:23]([Mg]Br)[CH:24]=[CH:25][C:26]=1[O:27][CH3:28], predict the reaction product. (4) Given the reactants C[Si]([N-][Si](C)(C)C)(C)C.[K+].C1(C)C=CC=CC=1.[CH3:18][N:19]1[C:23]([CH2:24][OH:25])=[N:22][CH:21]=[N:20]1.[Br:26][C:27]1[C:32](Cl)=[N:31][N:30]2[C:34]([C:37]3[CH:42]=[CH:41][CH:40]=[CH:39][C:38]=3[F:43])=[N:35][N:36]=[C:29]2[CH:28]=1, predict the reaction product. The product is: [Br:26][C:27]1[C:32]([O:25][CH2:24][C:23]2[N:19]([CH3:18])[N:20]=[CH:21][N:22]=2)=[N:31][N:30]2[C:34]([C:37]3[CH:42]=[CH:41][CH:40]=[CH:39][C:38]=3[F:43])=[N:35][N:36]=[C:29]2[CH:28]=1. (5) The product is: [CH3:1][O:2][C:3]([C:5]1[S:6][C:7]([C:11]([OH:20])=[O:12])=[CH:8][C:9]=1[CH3:10])=[O:4]. Given the reactants [CH3:1][O:2][C:3]([C:5]1[S:6][C:7]([CH:11]=[O:12])=[CH:8][C:9]=1[CH3:10])=[O:4].CC(=CC)C.[Cl-].[Na+].[O:20]1CCOCC1, predict the reaction product. (6) Given the reactants Br[C:2]1[CH:3]=[CH:4][CH:5]=[C:6]2[C:10]=1[NH:9][CH:8]=[CH:7]2.[CH3:11][C:12]1[CH:17]=[CH:16][CH:15]=[CH:14][C:13]=1B(O)O, predict the reaction product. The product is: [CH3:11][C:12]1[CH:17]=[CH:16][CH:15]=[CH:14][C:13]=1[C:2]1[CH:3]=[CH:4][CH:5]=[C:6]2[C:10]=1[NH:9][CH:8]=[CH:7]2.